This data is from Reaction yield outcomes from USPTO patents with 853,638 reactions. The task is: Predict the reaction yield, written as a fraction of the theoretical maximum amount of product (1.0 means a 100% yield; for example, 0.34 means a 34% yield). (1) The reactants are [NH2:1][C:2]1[N:7]=[CH:6][C:5]([C@@H:8]([OH:32])[CH2:9][NH:10][CH2:11][C@H:12]2[CH2:21][CH2:20][C:19]3[C:14](=[CH:15][CH:16]=[C:17]([C:22]4[CH:31]=[CH:30][C:25]([C:26]([O:28]C)=[O:27])=[CH:24][CH:23]=4)[CH:18]=3)[O:13]2)=[CH:4][CH:3]=1.[OH-].[Li+]. The catalyst is C1COCC1.CO. The product is [NH2:1][C:2]1[N:7]=[CH:6][C:5]([C@@H:8]([OH:32])[CH2:9][NH:10][CH2:11][C@H:12]2[CH2:21][CH2:20][C:19]3[C:14](=[CH:15][CH:16]=[C:17]([C:22]4[CH:23]=[CH:24][C:25]([C:26]([OH:28])=[O:27])=[CH:30][CH:31]=4)[CH:18]=3)[O:13]2)=[CH:4][CH:3]=1. The yield is 0.280. (2) The reactants are [N:1]12[CH2:8][CH2:7][CH:4]([CH2:5][CH2:6]1)[C@@H:3]([O:9][C:10](=[O:26])[C@H:11]([NH:18][C:19]1[CH:24]=[CH:23][C:22]([F:25])=[CH:21][CH:20]=1)[C:12]1[CH:17]=[CH:16][CH:15]=[CH:14][CH:13]=1)[CH2:2]2.[Cl:27][CH2:28][C:29]([C:31]1[S:32][CH:33]=[CH:34][CH:35]=1)=[O:30]. The catalyst is CC#N. The product is [Cl-:27].[F:25][C:22]1[CH:21]=[CH:20][C:19]([NH:18][C@H:11]([C:12]2[CH:13]=[CH:14][CH:15]=[CH:16][CH:17]=2)[C:10]([O:9][C@@H:3]2[CH:4]3[CH2:7][CH2:8][N+:1]([CH2:28][C:29](=[O:30])[C:31]4[S:32][CH:33]=[CH:34][CH:35]=4)([CH2:6][CH2:5]3)[CH2:2]2)=[O:26])=[CH:24][CH:23]=1. The yield is 0.360. (3) The yield is 0.950. The catalyst is C1COCC1. The reactants are [C:1]1([C:7]([C:32]2[CH:37]=[CH:36][CH:35]=[CH:34][CH:33]=2)([C:26]2[CH:31]=[CH:30][CH:29]=[CH:28][CH:27]=2)[N:8]2[CH:12]=[N:11][C:10]([S:13][CH2:14][CH2:15][CH2:16][O:17][C:18]3[CH:19]=[C:20]([CH:23]=[CH:24][CH:25]=3)[C:21]#[N:22])=[N:9]2)[CH:6]=[CH:5][CH:4]=[CH:3][CH:2]=1.[H-].[Al+3].[Li+].[H-].[H-].[H-].S([O-])(O)(=O)=O.[Na+]. The product is [C:32]1([C:7]([C:1]2[CH:2]=[CH:3][CH:4]=[CH:5][CH:6]=2)([C:26]2[CH:27]=[CH:28][CH:29]=[CH:30][CH:31]=2)[N:8]2[CH:12]=[N:11][C:10]([S:13][CH2:14][CH2:15][CH2:16][O:17][C:18]3[CH:19]=[C:20]([CH2:21][NH2:22])[CH:23]=[CH:24][CH:25]=3)=[N:9]2)[CH:37]=[CH:36][CH:35]=[CH:34][CH:33]=1. (4) The reactants are [Br:1][C:2]1[N:7]=[CH:6][C:5]([CH2:8][NH:9][CH2:10][CH2:11][O:12][CH3:13])=[CH:4][CH:3]=1.[C:14](O[C:14]([O:16][C:17]([CH3:20])([CH3:19])[CH3:18])=[O:15])([O:16][C:17]([CH3:20])([CH3:19])[CH3:18])=[O:15]. The catalyst is C1COCC1. The product is [C:17]([O:16][C:14](=[O:15])[N:9]([CH2:8][C:5]1[CH:6]=[N:7][C:2]([Br:1])=[CH:3][CH:4]=1)[CH2:10][CH2:11][O:12][CH3:13])([CH3:20])([CH3:19])[CH3:18]. The yield is 0.880. (5) The reactants are [Mg].Br[C:3]1[CH:8]=[CH:7][C:6]([O:9][C:10]([F:13])([F:12])[F:11])=[CH:5][CH:4]=1.[Br:14][C:15]1[CH:16]=[C:17]([CH:26]=[CH:27][C:28]=1[F:29])[C:18]([CH:20]1[NH:25][CH2:24][CH2:23][CH:22]=[N:21]1)=[O:19]. The catalyst is C1COCC1.C(OCC)(=O)C.[Cl-].[NH4+].[Cu]I. The product is [Br:14][C:15]1[CH:16]=[C:17]([C:18]([CH:20]2[NH:25][CH2:24][CH:23]=[CH:22][NH:21]2)([C:3]2[CH:8]=[CH:7][C:6]([O:9][C:10]([F:13])([F:12])[F:11])=[CH:5][CH:4]=2)[OH:19])[CH:26]=[CH:27][C:28]=1[F:29]. The yield is 0.640. (6) The reactants are [CH2:1]([O:8][C:9]1[N:14]=[CH:13][C:12]([CH2:15][C:16]2[CH:20]=[C:19]([C:21]3[C:22]([NH2:28])=[N:23][C:24]([NH2:27])=[CH:25][CH:26]=3)[O:18][N:17]=2)=[CH:11][CH:10]=1)[C:2]1[CH:7]=[CH:6][CH:5]=[CH:4][CH:3]=1.C=O.N1C=CC=C[C:32]=1C.B.C(=O)([O-])O.[Na+]. The catalyst is C(O)(=O)C.CN(C)C=O. The product is [CH2:1]([O:8][C:9]1[N:14]=[CH:13][C:12]([CH2:15][C:16]2[CH:20]=[C:19]([C:21]3[C:22]([NH2:28])=[N:23][C:24]([NH:27][CH3:32])=[CH:25][CH:26]=3)[O:18][N:17]=2)=[CH:11][CH:10]=1)[C:2]1[CH:7]=[CH:6][CH:5]=[CH:4][CH:3]=1. The yield is 0.0440. (7) The reactants are Cl[C:2]1[N:7]=[C:6]([N:8]([CH3:26])[CH:9]2[CH2:25][CH2:24][C:12]3([CH2:16][N:15]([C:17]([O:19][C:20]([CH3:23])([CH3:22])[CH3:21])=[O:18])[CH2:14][CH2:13]3)[CH2:11][CH2:10]2)[C:5]([Cl:27])=[CH:4][N:3]=1.Cl.[CH3:29][N:30]1[CH:34]=[C:33]([NH2:35])[CH:32]=[N:31]1.CCN(C(C)C)C(C)C. The catalyst is CCCCO. The product is [Cl:27][C:5]1[C:6]([N:8]([CH3:26])[CH:9]2[CH2:10][CH2:11][C:12]3([CH2:16][N:15]([C:17]([O:19][C:20]([CH3:21])([CH3:22])[CH3:23])=[O:18])[CH2:14][CH2:13]3)[CH2:24][CH2:25]2)=[N:7][C:2]([NH:35][C:33]2[CH:32]=[N:31][N:30]([CH3:29])[CH:34]=2)=[N:3][CH:4]=1. The yield is 0.550. (8) The reactants are [NH2:1][C:2]1[CH:7]=[C:6]([O:8][CH2:9][CH2:10][O:11][CH3:12])[CH:5]=[CH:4][C:3]=1/[CH:13]=[CH:14]/[C:15]([O-:17])=[O:16].[F:18][C:19]1[CH:27]=[C:26]([F:28])[CH:25]=[CH:24][C:20]=1[C:21](Cl)=[O:22].[CH2:29](N(CC)CC)[CH3:30]. The catalyst is O1CCCC1. The product is [F:18][C:19]1[CH:27]=[C:26]([F:28])[CH:25]=[CH:24][C:20]=1[C:21]([NH:1][C:2]1[CH:7]=[C:6]([O:8][CH2:9][CH2:10][O:11][CH3:12])[CH:5]=[CH:4][C:3]=1/[CH:13]=[CH:14]/[C:15]([O:17][CH2:29][CH3:30])=[O:16])=[O:22]. The yield is 0.760. (9) The reactants are Br[C:2]1[CH:3]=[N:4][CH:5]=[C:6]([N:10]2[C:22](=[O:23])[C:21]3[S:20][C:19]4[CH2:18][CH2:17][CH2:16][CH2:15][C:14]=4[C:13]=3[CH:12]=[N:11]2)[C:7]=1[CH:8]=[O:9].[CH3:24][N:25]1[CH:30]=[C:29](B2OC(C)(C)C(C)(C)O2)[CH:28]=[C:27]([NH:40][C:41]2[CH:46]=[CH:45][C:44]([N:47]3[CH2:52][CH2:51][N:50]([CH:53]4[CH2:56][O:55][CH2:54]4)[CH2:49][CH2:48]3)=[CH:43][N:42]=2)[C:26]1=[O:57].[O-]P([O-])([O-])=O.[K+].[K+].[K+].CC([O-])=O.[Na+]. The catalyst is CC#N.O.C1C=CC(P(C2C=CC=CC=2)[C-]2C=CC=C2)=CC=1.C1C=CC(P(C2C=CC=CC=2)[C-]2C=CC=C2)=CC=1.Cl[Pd]Cl.[Fe+2]. The product is [CH3:24][N:25]1[C:26](=[O:57])[C:27]([NH:40][C:41]2[CH:46]=[CH:45][C:44]([N:47]3[CH2:52][CH2:51][N:50]([CH:53]4[CH2:54][O:55][CH2:56]4)[CH2:49][CH2:48]3)=[CH:43][N:42]=2)=[CH:28][C:29]([C:2]2[CH:3]=[N:4][CH:5]=[C:6]([N:10]3[C:22](=[O:23])[C:21]4[S:20][C:19]5[CH2:18][CH2:17][CH2:16][CH2:15][C:14]=5[C:13]=4[CH:12]=[N:11]3)[C:7]=2[CH:8]=[O:9])=[CH:30]1. The yield is 0.350. (10) The reactants are [Br:1][C:2]1[CH:7]=[CH:6][C:5]([C:8]2[N:9]=[C:10]([C@H:13]3[NH:17][CH2:16][Si:15]([CH3:19])([CH3:18])[CH2:14]3)[NH:11][CH:12]=2)=[CH:4][CH:3]=1.[CH3:20][O:21][C:22]([NH:24][C@@H:25]([CH:29]([CH3:31])[CH3:30])[C:26](O)=[O:27])=[O:23].CN(C(ON1N=NC2C=CC=NC1=2)=[N+](C)C)C.F[P-](F)(F)(F)(F)F.CCN(C(C)C)C(C)C. The catalyst is C(Cl)Cl. The product is [CH3:20][O:21][C:22](=[O:23])[NH:24][C@H:25]([C:26]([N:17]1[C@H:13]([C:10]2[NH:11][CH:12]=[C:8]([C:5]3[CH:6]=[CH:7][C:2]([Br:1])=[CH:3][CH:4]=3)[N:9]=2)[CH2:14][Si:15]([CH3:19])([CH3:18])[CH2:16]1)=[O:27])[CH:29]([CH3:31])[CH3:30]. The yield is 0.660.